Dataset: Catalyst prediction with 721,799 reactions and 888 catalyst types from USPTO. Task: Predict which catalyst facilitates the given reaction. (1) Reactant: [C:1]1([C:7]2[CH:12]=[C:11]([C:13]3[N:17]4[N:18]=[CH:19][C:20]([C:22]5[CH:23]=[C:24]([CH:28]=[CH:29][CH:30]=5)[C:25](O)=[O:26])=[CH:21][C:16]4=[N:15][CH:14]=3)[CH:10]=[CH:9][N:8]=2)[CH:6]=[CH:5][CH:4]=[CH:3][CH:2]=1.[CH3:31][N:32]([CH3:37])[CH2:33][CH2:34][CH2:35][NH2:36].C(N(CC)CC)C.F[P-](F)(F)(F)(F)F.N1(O[P+](N(C)C)(N(C)C)N(C)C)C2C=CC=CC=2N=N1. Product: [CH3:31][N:32]([CH3:37])[CH2:33][CH2:34][CH2:35][NH:36][C:25](=[O:26])[C:24]1[CH:28]=[CH:29][CH:30]=[C:22]([C:20]2[CH:19]=[N:18][N:17]3[C:13]([C:11]4[CH:10]=[CH:9][N:8]=[C:7]([C:1]5[CH:6]=[CH:5][CH:4]=[CH:3][CH:2]=5)[CH:12]=4)=[CH:14][N:15]=[C:16]3[CH:21]=2)[CH:23]=1. The catalyst class is: 781. (2) Reactant: [Cl:1][C:2]1[CH:3]=[C:4]2[C:12](=[C:13]([NH:15][C:16]([CH:18]3[N:23]([CH2:24][C:25](O)=[O:26])[CH2:22][C:21]([CH3:29])([CH3:28])[O:20][CH2:19]3)=[O:17])[CH:14]=1)[NH:11][C:10]1[CH:9]=[N:8][CH:7]=[CH:6][C:5]2=1.[CH3:30][C:31]1([CH3:38])[C:36](=[O:37])[CH2:35][CH2:34][NH:33][CH2:32]1.C(N(C(C)C)CC)(C)C.C(Cl)CCl. Product: [Cl:1][C:2]1[CH:3]=[C:4]2[C:12](=[C:13]([NH:15][C:16]([CH:18]3[CH2:19][O:20][C:21]([CH3:29])([CH3:28])[CH2:22][N:23]3[CH2:24][C:25]([N:33]3[CH2:34][CH2:35][C:36](=[O:37])[C:31]([CH3:38])([CH3:30])[CH2:32]3)=[O:26])=[O:17])[CH:14]=1)[NH:11][C:10]1[CH:9]=[N:8][CH:7]=[CH:6][C:5]2=1. The catalyst class is: 228. (3) Reactant: [CH3:1][C:2]([C:6]1[CH:11]=[CH:10][C:9]([N+:12]([O-])=O)=[CH:8][CH:7]=1)([CH3:5])[C:3]#[N:4]. Product: [NH2:12][C:9]1[CH:8]=[CH:7][C:6]([C:2]([CH3:5])([CH3:1])[C:3]#[N:4])=[CH:11][CH:10]=1. The catalyst class is: 19.